This data is from Full USPTO retrosynthesis dataset with 1.9M reactions from patents (1976-2016). The task is: Predict the reactants needed to synthesize the given product. (1) Given the product [CH2:21]([S:23]([C:26]1[CH:27]=[CH:28][C:29]2[O:33][C:32]([C@@H:34]3[CH2:38][CH2:37][CH2:36][N:35]3[C:14]([C@H:13]([CH2:17][CH2:18][CH2:19][CH3:20])[CH2:12][N:9]([OH:8])[CH:10]=[O:11])=[O:15])=[N:31][C:30]=2[CH:39]=1)(=[O:24])=[O:25])[CH3:22], predict the reactants needed to synthesize it. The reactants are: C([O:8][N:9]([CH2:12][C@@H:13]([CH2:17][CH2:18][CH2:19][CH3:20])[C:14](O)=[O:15])[CH:10]=[O:11])C1C=CC=CC=1.[CH2:21]([S:23]([C:26]1[CH:27]=[CH:28][C:29]2[O:33][C:32]([C@@H:34]3[CH2:38][CH2:37][CH2:36][NH:35]3)=[N:31][C:30]=2[CH:39]=1)(=[O:25])=[O:24])[CH3:22]. (2) The reactants are: [N:1]12[CH2:7][C:4]([C:8]([C:17]3[CH:22]=[CH:21][CH:20]=[CH:19][CH:18]=3)([C:11]3[CH:16]=[CH:15][CH:14]=[CH:13][CH:12]=3)[C:9]#[N:10])([CH2:5][CH2:6]1)[CH2:3][CH2:2]2.[Br:23][CH2:24][CH2:25][CH2:26][CH2:27][CH2:28][CH3:29]. Given the product [Br-:23].[C:9]([C:8]([C:17]1[CH:22]=[CH:21][CH:20]=[CH:19][CH:18]=1)([C:11]1[CH:12]=[CH:13][CH:14]=[CH:15][CH:16]=1)[C:4]12[CH2:7][N+:1]([CH2:24][CH2:25][CH2:26][CH2:27][CH2:28][CH3:29])([CH2:6][CH2:5]1)[CH2:2][CH2:3]2)#[N:10], predict the reactants needed to synthesize it. (3) Given the product [C:3]([C:2]([C:6]1[CH:11]=[CH:10][C:9]([CH2:12][C:13]2[C:22]3[C:17](=[CH:18][CH:19]=[C:20]([C:36]4[CH:37]=[CH:38][C:39]([NH:42][C:43](=[O:45])[CH3:44])=[N:40][CH:41]=4)[CH:21]=3)[N:16]=[CH:15][C:14]=2[N+:32]([O-:34])=[O:33])=[CH:8][CH:7]=1)([CH3:1])[CH3:5])#[N:4], predict the reactants needed to synthesize it. The reactants are: [CH3:1][C:2]([C:6]1[CH:11]=[CH:10][C:9]([CH2:12][C:13]2[C:22]3[C:17](=[CH:18][CH:19]=[C:20](B4OC(C)(C)C(C)(C)O4)[CH:21]=3)[N:16]=[CH:15][C:14]=2[N+:32]([O-:34])=[O:33])=[CH:8][CH:7]=1)([CH3:5])[C:3]#[N:4].Br[C:36]1[CH:37]=[CH:38][C:39]([NH:42][C:43](=[O:45])[CH3:44])=[N:40][CH:41]=1.C([O-])([O-])=O.[K+].[K+].C1(C)C=CC=CC=1.